The task is: Binary Classification. Given a drug SMILES string, predict its activity (active/inactive) in a high-throughput screening assay against a specified biological target.. This data is from Serine/threonine kinase 33 screen with 319,792 compounds. (1) The molecule is O=C1N(C(=O)CC1)CNc1cccnc1. The result is 0 (inactive). (2) The molecule is s1c2CC(CCc2c2c1nc(SCC(=O)NCc1occc1)n(c2=O)c1ccccc1)CC. The result is 0 (inactive). (3) The molecule is n12nnnc1c1c(nc2c2ccccc2)c(ccc1)C. The result is 0 (inactive). (4) The drug is S(=O)(=O)(NCC(C)C)c1ccc(OCC(=O)Nc2c(F)cc(F)cc2)cc1. The result is 0 (inactive). (5) The compound is O(C(=O)C(c1c([N+]([O-])=O)cccc1)(CC=C)C(OC)=O)C. The result is 0 (inactive). (6) The drug is O1C23C(C(C1C=C3)C(=O)Nc1cc(OC)ccc1)C(=O)N(C2C(=O)NC1C(CCCC1)C)C(C)C. The result is 0 (inactive). (7) The result is 0 (inactive). The drug is O(c1cc(cc(OC)c1)C(=O)Nc1nc(NC(=O)c2cc(OC)cc(OC)c2)ccc1)C.